The task is: Binary Classification. Given a T-cell receptor sequence (or CDR3 region) and an epitope sequence, predict whether binding occurs between them.. This data is from TCR-epitope binding with 47,182 pairs between 192 epitopes and 23,139 TCRs. (1) The epitope is LLALHRSYL. The TCR CDR3 sequence is CASSESTEFNEKLFF. Result: 0 (the TCR does not bind to the epitope). (2) The epitope is FTISVTTEIL. Result: 0 (the TCR does not bind to the epitope). The TCR CDR3 sequence is CASSLYRDEQYF. (3) The epitope is LVLSVNPYV. The TCR CDR3 sequence is CASGPGPPKEQYF. Result: 0 (the TCR does not bind to the epitope). (4) The epitope is TPGPGVRYPL. The TCR CDR3 sequence is CASRPGGHEGEKLFF. Result: 0 (the TCR does not bind to the epitope). (5) The epitope is RLRPGGKKK. The TCR CDR3 sequence is CASSSVVAGNSPLHF. Result: 0 (the TCR does not bind to the epitope). (6) The epitope is ATDALMTGY. The TCR CDR3 sequence is CAISESSSGANVLTF. Result: 1 (the TCR binds to the epitope). (7) The epitope is ILHCANFNV. The TCR CDR3 sequence is CASSGDSLYGYTF. Result: 1 (the TCR binds to the epitope). (8) The epitope is TSDLATNNLVVMAY. The TCR CDR3 sequence is CASSSSRAQPQHF. Result: 0 (the TCR does not bind to the epitope). (9) The epitope is TLIGDCATV. The TCR CDR3 sequence is CASSFVLAAYNEQFF. Result: 1 (the TCR binds to the epitope). (10) The epitope is LPRRSGAAGA. The TCR CDR3 sequence is CASSSPGSGGQETQYF. Result: 0 (the TCR does not bind to the epitope).